This data is from Reaction yield outcomes from USPTO patents with 853,638 reactions. The task is: Predict the reaction yield, written as a fraction of the theoretical maximum amount of product (1.0 means a 100% yield; for example, 0.34 means a 34% yield). (1) The reactants are [N:1]1[CH:6]=[CH:5][CH:4]=[CH:3][C:2]=1[CH2:7][N:8]1[C:16]2[C:11](=[CH:12][C:13]([NH:17][C:18]3[C:27]4[C:22](=[CH:23][CH:24]=[CH:25][C:26]=4[O:28][C@H:29]([CH3:34])[C:30](OC)=[O:31])[N:21]=[CH:20][N:19]=3)=[CH:14][CH:15]=2)[CH:10]=[N:9]1.[CH3:35][NH2:36]. No catalyst specified. The product is [CH3:35][NH:36][C:30](=[O:31])[C@H:29]([O:28][C:26]1[CH:25]=[CH:24][CH:23]=[C:22]2[C:27]=1[C:18]([NH:17][C:13]1[CH:12]=[C:11]3[C:16](=[CH:15][CH:14]=1)[N:8]([CH2:7][C:2]1[CH:3]=[CH:4][CH:5]=[CH:6][N:1]=1)[N:9]=[CH:10]3)=[N:19][CH:20]=[N:21]2)[CH3:34]. The yield is 0.860. (2) The reactants are Br[C:2]1[C:7](=[O:8])[N:6]([CH2:9][C:10]2[CH:15]=[CH:14][C:13]([C:16]3[C:17]([C:22]#[N:23])=[CH:18][CH:19]=[CH:20][CH:21]=3)=[CH:12][CH:11]=2)[C:5]([CH2:24][CH2:25][CH3:26])=[N:4][C:3]=1[CH2:27][CH3:28].[CH2:29]([C:31]1[CH:36]=[CH:35][C:34]([OH:37])=[CH:33][CH:32]=1)[CH3:30].[OH-].[K+].CS(C)=O. The catalyst is C(OCC)(=O)C. The product is [CH2:27]([C:3]1[N:4]=[C:5]([CH2:24][CH2:25][CH3:26])[N:6]([CH2:9][C:10]2[CH:15]=[CH:14][C:13]([C:16]3[C:17]([C:22]#[N:23])=[CH:18][CH:19]=[CH:20][CH:21]=3)=[CH:12][CH:11]=2)[C:7](=[O:8])[C:2]=1[O:37][C:34]1[CH:35]=[CH:36][C:31]([CH2:29][CH3:30])=[CH:32][CH:33]=1)[CH3:28]. The yield is 0.670. (3) The reactants are [F:1][C:2]([F:20])([F:19])[C:3]1[CH:18]=[CH:17][CH:16]=[CH:15][C:4]=1[CH2:5][O:6][C:7]1[CH:14]=[CH:13][C:10]([CH:11]=O)=[CH:9][CH:8]=1.Cl.[NH2:22][OH:23].[OH-].[Na+]. The catalyst is CCO.O. The product is [F:1][C:2]([F:20])([F:19])[C:3]1[CH:18]=[CH:17][CH:16]=[CH:15][C:4]=1[CH2:5][O:6][C:7]1[CH:14]=[CH:13][C:10]([CH:11]=[N:22][OH:23])=[CH:9][CH:8]=1. The yield is 0.460. (4) The reactants are [Cl:1][C:2]1[CH:7]=[CH:6][C:5]([C:8](=[NH:20])[NH:9][C:10]2[CH:15]=[CH:14][C:13]([S:16]([CH3:19])(=[O:18])=[O:17])=[CH:12][CH:11]=2)=[CH:4][CH:3]=1.[C:21](=[O:24])(O)[O-].[Na+].[CH3:26][O:27][C:28]1[CH:37]=[CH:36][C:31]([C:32](=O)[CH2:33]Br)=[CH:30][CH:29]=1. The catalyst is C(O)(C)C. The product is [Cl:1][C:2]1[CH:3]=[CH:4][C:5]([C:8]2[N:9]([C:10]3[CH:15]=[CH:14][C:13]([S:16]([CH3:19])(=[O:17])=[O:18])=[CH:12][CH:11]=3)[CH2:33][C:32]([C:2]3[CH:7]=[CH:6][C:5]([O:24][CH3:21])=[CH:4][CH:3]=3)([C:31]3[CH:36]=[CH:37][C:28]([O:27][CH3:26])=[CH:29][CH:30]=3)[N:20]=2)=[CH:6][CH:7]=1. The yield is 0.710. (5) The reactants are [CH:1]1[CH:6]=[N:5][CH:4]=[C:3]([CH:7]2[NH:11][CH2:10][CH2:9][CH2:8]2)[CH:2]=1.C=O.[CH:14](O)=O.[OH-].[Na+]. The catalyst is O. The product is [CH3:14][N:11]1[CH:7]([C:3]2[CH:2]=[CH:1][CH:6]=[N:5][CH:4]=2)[CH2:8][CH2:9][CH2:10]1. The yield is 0.813. (6) The reactants are [Br:1][C:2]1[CH:3]=[C:4]2[C:8](=[CH:9][C:10]=1[N+:11]([O-])=O)[NH:7][CH:6]=[CH:5]2. The catalyst is C(O)C.[Ni]. The product is [Br:1][C:2]1[CH:3]=[C:4]2[C:8](=[CH:9][C:10]=1[NH2:11])[NH:7][CH:6]=[CH:5]2. The yield is 0.300. (7) The reactants are C[O:2][C:3](=[O:27])[CH2:4][CH2:5][CH2:6][CH2:7][CH2:8][NH:9][C:10](=[O:26])[CH:11]=[C:12]1[C:25]2[CH:24]=[CH:23][CH:22]=[CH:21][C:20]=2[O:19][C:18]2[C:13]1=[CH:14][CH:15]=[CH:16][CH:17]=2.CO.[Li+].[OH-].Cl. The catalyst is O. The product is [CH:14]1[C:13]2[C:12](=[CH:11][C:10]([NH:9][CH2:8][CH2:7][CH2:6][CH2:5][CH2:4][C:3]([OH:27])=[O:2])=[O:26])[C:25]3[C:20](=[CH:21][CH:22]=[CH:23][CH:24]=3)[O:19][C:18]=2[CH:17]=[CH:16][CH:15]=1. The yield is 0.730. (8) The reactants are [CH3:1][C:2]1[N:7]=[C:6]2[S:8][C:9]3[CH2:13][CH2:12][CH2:11][C:10]=3[C:5]2=[C:4]([C:14]2[O:15][CH:16]=[CH:17][CH:18]=2)[C:3]=1[CH2:19][C:20]([O:22][CH3:23])=[O:21].[Li+].C[Si]([N-][Si](C)(C)C)(C)C.[CH2:34]1[CH2:38]OC[CH2:35]1.ICCC. The catalyst is CN(C=O)C. The product is [CH3:1][C:2]1[N:7]=[C:6]2[S:8][C:9]3[CH2:13][CH2:12][CH2:11][C:10]=3[C:5]2=[C:4]([C:14]2[O:15][CH:16]=[CH:17][CH:18]=2)[C:3]=1[CH:19]([CH2:35][CH2:34][CH3:38])[C:20]([O:22][CH3:23])=[O:21]. The yield is 0.750.